Dataset: Forward reaction prediction with 1.9M reactions from USPTO patents (1976-2016). Task: Predict the product of the given reaction. (1) Given the reactants [CH3:1][C:2]1[O:6][CH:5]=[C:4]([C:7]2[C:17]3[O:16][CH2:15][CH2:14][N:13](C(OC(C)(C)C)=O)[CH2:12][C:11]=3[CH:10]=[CH:9][CH:8]=2)[CH:3]=1.C(OCC)(=O)C.[ClH:31], predict the reaction product. The product is: [ClH:31].[CH3:1][C:2]1[O:6][CH:5]=[C:4]([C:7]2[C:17]3[O:16][CH2:15][CH2:14][NH:13][CH2:12][C:11]=3[CH:10]=[CH:9][CH:8]=2)[CH:3]=1. (2) Given the reactants [Cl:1][C:2]1[CH:7]=[CH:6][CH:5]=[CH:4][C:3]=1[CH:8]=[CH:9][CH2:10][C:11]([CH2:22][C:23]#[C:24][C:25](=[O:27])[CH3:26])([C:17]([O:19][CH2:20][CH3:21])=[O:18])[C:12]([O:14][CH2:15][CH3:16])=[O:13], predict the reaction product. The product is: [C:25]([C:24]1[C:4]2[C:3](=[C:2]([Cl:1])[CH:7]=[CH:6][CH:5]=2)[CH:8]=[C:9]2[CH2:10][C:11]([C:17]([O:19][CH2:20][CH3:21])=[O:18])([C:12]([O:14][CH2:15][CH3:16])=[O:13])[CH2:22][C:23]=12)(=[O:27])[CH3:26]. (3) Given the reactants [NH2:1][C:2]1[CH:11]=[C:10]([N:12]2[CH2:17][CH2:16][N:15]([C:18]([NH:20][C@H:21]3[CH2:27][CH2:26][CH2:25][CH2:24][N:23]([CH2:28][C:29]([O:31]C)=[O:30])[C:22]3=[O:33])=[O:19])[CH2:14][CH2:13]2)[C:9]2[C:4](=[CH:5][C:6]([Cl:34])=[CH:7][CH:8]=2)[N:3]=1.[OH-].[Na+], predict the reaction product. The product is: [NH2:1][C:2]1[CH:11]=[C:10]([N:12]2[CH2:13][CH2:14][N:15]([C:18]([NH:20][C@H:21]3[CH2:27][CH2:26][CH2:25][CH2:24][N:23]([CH2:28][C:29]([OH:31])=[O:30])[C:22]3=[O:33])=[O:19])[CH2:16][CH2:17]2)[C:9]2[C:4](=[CH:5][C:6]([Cl:34])=[CH:7][CH:8]=2)[N:3]=1. (4) Given the reactants C([O:3][C:4](=[O:36])[C:5]1[CH:10]=[C:9]([C:11]2[CH:12]=[C:13]3[C:19]([C:20]4[CH:25]=[CH:24][CH:23]=[CH:22][C:21]=4[O:26][CH3:27])=[N:18][N:17](COCC[Si](C)(C)C)[C:14]3=[N:15][CH:16]=2)[CH:8]=[N:7][CH:6]=1)C.[F-].C([N+](CCCC)(CCCC)CCCC)CCC, predict the reaction product. The product is: [CH3:27][O:26][C:21]1[CH:22]=[CH:23][CH:24]=[CH:25][C:20]=1[C:19]1[C:13]2[C:14](=[N:15][CH:16]=[C:11]([C:9]3[CH:8]=[N:7][CH:6]=[C:5]([CH:10]=3)[C:4]([OH:36])=[O:3])[CH:12]=2)[NH:17][N:18]=1. (5) Given the reactants [CH:1]([N:14]1[CH2:17][CH:16](OS(C)(=O)=O)[CH2:15]1)([C:8]1[CH:13]=[CH:12][CH:11]=[CH:10][CH:9]=1)[C:2]1[CH:7]=[CH:6][CH:5]=[CH:4][CH:3]=1.[NH:23]1[CH2:33][CH2:32][CH2:31][CH:25]([C:26]([O:28][CH2:29][CH3:30])=[O:27])[CH2:24]1, predict the reaction product. The product is: [CH2:29]([O:28][C:26]([CH:25]1[CH2:31][CH2:32][CH2:33][N:23]([CH:16]2[CH2:17][N:14]([CH:1]([C:8]3[CH:13]=[CH:12][CH:11]=[CH:10][CH:9]=3)[C:2]3[CH:7]=[CH:6][CH:5]=[CH:4][CH:3]=3)[CH2:15]2)[CH2:24]1)=[O:27])[CH3:30]. (6) Given the reactants Cl[CH2:2][C:3]([N:5]1[CH2:10][CH2:9][N:8]([C:11]2[CH:16]=[CH:15][C:14]([Cl:17])=[C:13]([O:18][CH3:19])[CH:12]=2)[CH2:7][CH2:6]1)=[O:4].[CH3:20][O:21][C:22]1[CH:31]=[CH:30][C:25]2[NH:26][C:27](=[O:29])[O:28][C:24]=2[CH:23]=1.C([O-])([O-])=O.[K+].[K+], predict the reaction product. The product is: [CH3:20][O:21][C:22]1[CH:31]=[CH:30][C:25]2[N:26]([CH2:2][C:3]([N:5]3[CH2:10][CH2:9][N:8]([C:11]4[CH:16]=[CH:15][C:14]([Cl:17])=[C:13]([O:18][CH3:19])[CH:12]=4)[CH2:7][CH2:6]3)=[O:4])[C:27](=[O:29])[O:28][C:24]=2[CH:23]=1. (7) Given the reactants [H-].[Na+].[OH:3][C:4]1[CH:13]=[N:12][C:11]2[C:6](=[CH:7][CH:8]=[CH:9][CH:10]=2)[N:5]=1.[Cl:14][C:15]1[CH:20]=[C:19](Cl)[N:18]=[CH:17][N:16]=1, predict the reaction product. The product is: [Cl:14][C:15]1[N:16]=[CH:17][N:18]=[C:19]([O:3][C:4]2[CH:13]=[N:12][C:11]3[C:6](=[CH:7][CH:8]=[CH:9][CH:10]=3)[N:5]=2)[CH:20]=1. (8) Given the reactants [C:1]([O:5][C:6]([N:8]1[C@@H:12]([C@@H:13]([OH:24])[C@@H:14]([NH2:23])[CH2:15][C:16]2[CH:21]=[CH:20][CH:19]=[C:18]([OH:22])[CH:17]=2)[CH2:11][O:10][C:9]1([CH3:26])[CH3:25])=[O:7])([CH3:4])([CH3:3])[CH3:2].[H-].[Na+].[CH2:29](Br)[C:30]1[CH:35]=[CH:34][CH:33]=[CH:32][CH:31]=1, predict the reaction product. The product is: [C:1]([O:5][C:6]([N:8]1[C@@H:12]([C@@H:13]([O:24][CH2:15][C:16]2[CH:21]=[CH:20][CH:19]=[CH:18][CH:17]=2)[C@@H:14]([N:23]([CH2:29][C:30]2[CH:35]=[CH:34][CH:33]=[CH:32][CH:31]=2)[CH2:29][C:30]2[CH:35]=[CH:34][CH:33]=[CH:32][CH:31]=2)[CH2:15][C:16]2[CH:21]=[CH:20][CH:19]=[C:18]([O:22][CH2:29][C:30]3[CH:35]=[CH:34][CH:33]=[CH:32][CH:31]=3)[CH:17]=2)[CH2:11][O:10][C:9]1([CH3:26])[CH3:25])=[O:7])([CH3:4])([CH3:2])[CH3:3]. (9) Given the reactants [F:1][C:2]1([F:17])[O:6][C:5]2[CH:7]=[CH:8][C:9]([C:11]3([C:14]([OH:16])=O)[CH2:13][CH2:12]3)=[CH:10][C:4]=2[O:3]1.CN(C(ON1N=NC2C=CC=NC1=2)=[N+](C)C)C.F[P-](F)(F)(F)(F)F.[Br:42][C:43]1[CH:52]=[C:51]2[C:46]([CH:47]([NH2:53])[CH2:48][CH2:49][O:50]2)=[CH:45][CH:44]=1.C(N(CC)CC)C, predict the reaction product. The product is: [Br:42][C:43]1[CH:52]=[C:51]2[C:46]([CH:47]([NH:53][C:14]([C:11]3([C:9]4[CH:8]=[CH:7][C:5]5[O:6][C:2]([F:1])([F:17])[O:3][C:4]=5[CH:10]=4)[CH2:12][CH2:13]3)=[O:16])[CH2:48][CH2:49][O:50]2)=[CH:45][CH:44]=1.